From a dataset of Catalyst prediction with 721,799 reactions and 888 catalyst types from USPTO. Predict which catalyst facilitates the given reaction. (1) Reactant: [C:1]([C:3]1[CH:4]=[CH:5][C:6]([CH2:49][OH:50])=[C:7]([CH:48]=1)[C:8]([O:10][C@:11]([C:40]1[CH:45]=[CH:44][C:43]([F:46])=[CH:42][C:41]=1[F:47])([CH2:34][N:35]1[CH:39]=[N:38][CH:37]=[N:36]1)[C@H:12]([S:14][C@@H:15]1[CH2:20][O:19][C@@H:18](/[CH:21]=[CH:22]/[CH:23]=[CH:24]/[C:25]2[CH:30]=[CH:29][C:28]([C:31]#[N:32])=[CH:27][C:26]=2[F:33])[O:17][CH2:16]1)[CH3:13])=[O:9])#[N:2].[CH3:51][N:52]1[CH2:57][CH2:56][N:55]([C:58](=[O:64])[CH2:59][CH2:60][C:61](O)=[O:62])[CH2:54][CH2:53]1.Cl.C(N=C=NCCCN(C)C)C. Product: [C:1]([C:3]1[CH:4]=[CH:5][C:6]([CH2:49][O:50][C:61](=[O:62])[CH2:60][CH2:59][C:58]([N:55]2[CH2:54][CH2:53][N:52]([CH3:51])[CH2:57][CH2:56]2)=[O:64])=[C:7]([CH:48]=1)[C:8]([O:10][C@:11]([C:40]1[CH:45]=[CH:44][C:43]([F:46])=[CH:42][C:41]=1[F:47])([CH2:34][N:35]1[CH:39]=[N:38][CH:37]=[N:36]1)[C@H:12]([S:14][C@@H:15]1[CH2:16][O:17][C@@H:18](/[CH:21]=[CH:22]/[CH:23]=[CH:24]/[C:25]2[CH:30]=[CH:29][C:28]([C:31]#[N:32])=[CH:27][C:26]=2[F:33])[O:19][CH2:20]1)[CH3:13])=[O:9])#[N:2]. The catalyst class is: 154. (2) Reactant: Cl[CH2:2][C:3]1[N:4]=[CH:5][S:6][C:7]=1/[CH:8]=[CH:9]\[S:10][C:11]([C:24]1[CH:29]=[CH:28][CH:27]=[CH:26][CH:25]=1)([C:18]1[CH:23]=[CH:22][CH:21]=[CH:20][CH:19]=1)[C:12]1[CH:17]=[CH:16][CH:15]=[CH:14][CH:13]=1.[H-].[Na+].[CH2:32]([OH:35])[CH2:33][OH:34]. Product: [OH:34][CH2:33][CH2:32][O:35][CH2:2][C:3]1[N:4]=[CH:5][S:6][C:7]=1/[CH:8]=[CH:9]\[S:10][C:11]([C:24]1[CH:29]=[CH:28][CH:27]=[CH:26][CH:25]=1)([C:18]1[CH:23]=[CH:22][CH:21]=[CH:20][CH:19]=1)[C:12]1[CH:17]=[CH:16][CH:15]=[CH:14][CH:13]=1. The catalyst class is: 220. (3) Reactant: [CH2:1]([N:9]1[CH2:15][CH2:14][CH2:13][C@@H:12]2[CH2:16][CH2:17][NH:18][C@@H:11]2[CH2:10]1)[CH2:2][C:3]1[CH:8]=[CH:7][CH:6]=[CH:5][CH:4]=1.C(=O)([O-])[O-].[K+].[K+].[CH2:25]([O:32][C:33](Cl)=[O:34])[C:26]1[CH:31]=[CH:30][CH:29]=[CH:28][CH:27]=1. Product: [CH2:25]([O:32][C:33]([N:18]1[C@@H:11]2[CH2:10][N:9]([CH2:1][CH2:2][C:3]3[CH:4]=[CH:5][CH:6]=[CH:7][CH:8]=3)[CH2:15][CH2:14][CH2:13][C@@H:12]2[CH2:16][CH2:17]1)=[O:34])[C:26]1[CH:31]=[CH:30][CH:29]=[CH:28][CH:27]=1. The catalyst class is: 84. (4) Reactant: [C:1]([Si:5]([CH3:17])([CH3:16])[O:6][C:7]1[CH:15]=[C:14]2[C:10]([CH:11]=[CH:12][NH:13]2)=[CH:9][CH:8]=1)([CH3:4])([CH3:3])[CH3:2].C(=O)([O-])[O-].[Cs+].[Cs+].[C:24]([O:28][C:29](=[O:32])[CH2:30]Br)([CH3:27])([CH3:26])[CH3:25]. Product: [C:24]([O:28][C:29](=[O:32])[CH2:30][N:13]1[C:14]2[C:10](=[CH:9][CH:8]=[C:7]([O:6][Si:5]([C:1]([CH3:4])([CH3:3])[CH3:2])([CH3:17])[CH3:16])[CH:15]=2)[CH:11]=[CH:12]1)([CH3:27])([CH3:26])[CH3:25]. The catalyst class is: 3.